From a dataset of Reaction yield outcomes from USPTO patents with 853,638 reactions. Predict the reaction yield, written as a fraction of the theoretical maximum amount of product (1.0 means a 100% yield; for example, 0.34 means a 34% yield). The reactants are [C-:1]#[N:2].[Na+].[NH2:4][C:5]1[CH:13]=[CH:12][C:8]([C:9]([OH:11])=[O:10])=[CH:7][CH:6]=1.[C:14]1(=O)[CH2:17][CH2:16][CH2:15]1. The catalyst is C(O)(=O)C. The product is [C:1]([C:14]1([NH:4][C:5]2[CH:13]=[CH:12][C:8]([C:9]([OH:11])=[O:10])=[CH:7][CH:6]=2)[CH2:17][CH2:16][CH2:15]1)#[N:2]. The yield is 0.990.